This data is from Forward reaction prediction with 1.9M reactions from USPTO patents (1976-2016). The task is: Predict the product of the given reaction. (1) Given the reactants C([O:3][C:4]([C:6]1[CH:7]=[CH:8][C:9]2[N:10]([C:12]([CH:15]([C:17]3[C:18]([F:28])=[C:19]4[C:24](=[CH:25][C:26]=3[F:27])[N:23]=[CH:22][CH:21]=[CH:20]4)[CH3:16])=[N:13][N:14]=2)[N:11]=1)=[CH2:5])C.Cl, predict the reaction product. The product is: [F:28][C:18]1[C:17]([CH:15]([C:12]2[N:10]3[N:11]=[C:6]([C:4](=[O:3])[CH3:5])[CH:7]=[CH:8][C:9]3=[N:14][N:13]=2)[CH3:16])=[C:26]([F:27])[CH:25]=[C:24]2[C:19]=1[CH:20]=[CH:21][CH:22]=[N:23]2. (2) Given the reactants CS(O)(=O)=[O:3].[CH2:6]([C:8]1[CH:27]=[CH:26][C:11]([CH2:12][O:13][C:14]2[CH:19]=[CH:18][C:17]([CH:20]3CNC3)=[CH:16][C:15]=2[O:24][CH3:25])=[CH:10][CH:9]=1)[CH3:7].CCN=C=NCCCN(C)C.Cl.[CH:40]1[CH:41]=[CH:42]C2N(O)N=[N:46][C:44]=2[CH:45]=1.[CH3:50][N:51]([CH:53]=[O:54])[CH3:52], predict the reaction product. The product is: [CH2:6]([C:8]1[CH:9]=[CH:10][C:11]([CH2:12][O:13][C:14]2[CH:19]=[CH:18][C:17]([CH:20]3[CH2:52][N:51]([C:53]([C:42]4[CH:41]=[C:40]([OH:3])[CH:45]=[CH:44][N:46]=4)=[O:54])[CH2:50]3)=[CH:16][C:15]=2[O:24][CH3:25])=[CH:26][CH:27]=1)[CH3:7]. (3) Given the reactants [CH:1]1([C:4]2[CH:5]=[CH:6][C:7]([C:15]([OH:17])=O)=[N:8][C:9]=2[O:10][CH2:11][CH:12]2[CH2:14][CH2:13]2)[CH2:3][CH2:2]1.[NH2:18][C:19]([CH3:24])([CH3:23])[CH2:20][CH2:21][OH:22], predict the reaction product. The product is: [CH:1]1([C:4]2[CH:5]=[CH:6][C:7]([C:15]([NH:18][C:19]([CH3:24])([CH2:20][CH2:21][OH:22])[CH3:23])=[O:17])=[N:8][C:9]=2[O:10][CH2:11][CH:12]2[CH2:13][CH2:14]2)[CH2:2][CH2:3]1. (4) Given the reactants CC1C=CN=C(NC2C=CC=C(C3OC(C4C=CC=CC=4)=NC=3)N=2)C=1.I[C:27]1[O:28][C:29]([C:32]2[N:37]=[C:36]([NH:38][C:39]3[CH:44]=[C:43]([CH3:45])[CH:42]=[CH:41][N:40]=3)[CH:35]=[CH:34][CH:33]=2)=[CH:30][N:31]=1.[CH3:46][O:47][C:48]1[C:53](B(O)O)=[CH:52][CH:51]=[CH:50][N:49]=1.C([O-])([O-])=O.[K+].[K+], predict the reaction product. The product is: [CH3:46][O:47][C:48]1[C:53]([C:27]2[O:28][C:29]([C:32]3[N:37]=[C:36]([NH:38][C:39]4[CH:44]=[C:43]([CH3:45])[CH:42]=[CH:41][N:40]=4)[CH:35]=[CH:34][CH:33]=3)=[CH:30][N:31]=2)=[CH:52][CH:51]=[CH:50][N:49]=1. (5) Given the reactants [CH2:1]([O:8][C:9]1[CH:10]=[C:11]([CH:36]=[CH:37][CH:38]=1)[CH2:12][O:13][C:14]1[C:19]2[CH:20]=[C:21]([C:23]3[N:24]=[C:25]4[N:29]([CH:30]=3)[N:28]=[C:27](Br)[S:26]4)[O:22][C:18]=2[CH:17]=[C:16]([O:32][CH:33]([F:35])[F:34])[CH:15]=1)[C:2]1[CH:7]=[CH:6][CH:5]=[CH:4][CH:3]=1.[CH3:39][OH:40].C[O-].[Na+].Cl, predict the reaction product. The product is: [CH2:1]([O:8][C:9]1[CH:10]=[C:11]([CH:36]=[CH:37][CH:38]=1)[CH2:12][O:13][C:14]1[C:19]2[CH:20]=[C:21]([C:23]3[N:24]=[C:25]4[N:29]([CH:30]=3)[N:28]=[C:27]([O:40][CH3:39])[S:26]4)[O:22][C:18]=2[CH:17]=[C:16]([O:32][CH:33]([F:35])[F:34])[CH:15]=1)[C:2]1[CH:7]=[CH:6][CH:5]=[CH:4][CH:3]=1. (6) Given the reactants C(OC[N:9]1[C:13]([CH2:14][CH2:15][O:16][CH2:17][CH2:18][CH:19]2[CH2:24][CH2:23][N:22]([C:25](=[O:45])/[CH:26]=[CH:27]/[C:28]3[CH:33]=[CH:32][C:31]([C:34]([F:37])([F:36])[F:35])=[CH:30][C:29]=3[CH2:38][N:39]3[N:43]=[N:42][C:41]([CH3:44])=[N:40]3)[CH2:21][CH2:20]2)=[CH:12][N:11]=[N:10]1)(=O)C(C)(C)C.[OH-].[Na+], predict the reaction product. The product is: [NH:9]1[C:13]([CH2:14][CH2:15][O:16][CH2:17][CH2:18][CH:19]2[CH2:20][CH2:21][N:22]([C:25](=[O:45])/[CH:26]=[CH:27]/[C:28]3[CH:33]=[CH:32][C:31]([C:34]([F:37])([F:35])[F:36])=[CH:30][C:29]=3[CH2:38][N:39]3[N:43]=[N:42][C:41]([CH3:44])=[N:40]3)[CH2:23][CH2:24]2)=[CH:12][N:11]=[N:10]1.